The task is: Regression. Given a peptide amino acid sequence and an MHC pseudo amino acid sequence, predict their binding affinity value. This is MHC class I binding data.. This data is from Peptide-MHC class I binding affinity with 185,985 pairs from IEDB/IMGT. (1) The peptide sequence is LTSNVDVGCL. The MHC is HLA-A02:03 with pseudo-sequence HLA-A02:03. The binding affinity (normalized) is 0.274. (2) The peptide sequence is RLNPEVSYF. The MHC is HLA-B15:01 with pseudo-sequence HLA-B15:01. The binding affinity (normalized) is 1.00. (3) The peptide sequence is RTLAKEGIK. The MHC is HLA-A30:01 with pseudo-sequence HLA-A30:01. The binding affinity (normalized) is 0.503. (4) The peptide sequence is RFRNHMCLV. The MHC is HLA-B08:01 with pseudo-sequence HLA-B08:01. The binding affinity (normalized) is 0.375. (5) The peptide sequence is ILALPILLAV. The MHC is HLA-A02:03 with pseudo-sequence HLA-A02:03. The binding affinity (normalized) is 0.853. (6) The peptide sequence is IYMLVGKYS. The MHC is HLA-A68:02 with pseudo-sequence HLA-A68:02. The binding affinity (normalized) is 0. (7) The peptide sequence is YAPVSPIVI. The MHC is H-2-Db with pseudo-sequence H-2-Db. The binding affinity (normalized) is 0.983. (8) The peptide sequence is ILCWGELMTL. The MHC is HLA-A11:01 with pseudo-sequence HLA-A11:01. The binding affinity (normalized) is 0. (9) The peptide sequence is FRFGDPMPF. The MHC is HLA-A26:01 with pseudo-sequence HLA-A26:01. The binding affinity (normalized) is 0.0847. (10) The peptide sequence is QEPGIFCAI. The MHC is HLA-B39:01 with pseudo-sequence HLA-B39:01. The binding affinity (normalized) is 0.426.